From a dataset of Reaction yield outcomes from USPTO patents with 853,638 reactions. Predict the reaction yield, written as a fraction of the theoretical maximum amount of product (1.0 means a 100% yield; for example, 0.34 means a 34% yield). (1) The reactants are [NH2:1][C:2]1[CH:3]=[C:4]([C:8]2[C:12]([C:13]3[CH:18]=[CH:17][N:16]=[C:15]([NH2:19])[N:14]=3)=[CH:11][N:10]([CH2:20][C:21]3[CH:26]=[CH:25][C:24]([O:27][CH3:28])=[CH:23][CH:22]=3)[N:9]=2)[CH:5]=[CH:6][CH:7]=1.[F:29][C:30]1[CH:35]=[CH:34][C:33]([F:36])=[CH:32][C:31]=1[S:37](Cl)(=[O:39])=[O:38].[Na]. The catalyst is N1C=CC=CC=1. The product is [NH2:19][C:15]1[N:14]=[C:13]([C:12]2[C:8]([C:4]3[CH:3]=[C:2]([NH:1][S:37]([C:31]4[CH:32]=[C:33]([F:36])[CH:34]=[CH:35][C:30]=4[F:29])(=[O:39])=[O:38])[CH:7]=[CH:6][CH:5]=3)=[N:9][N:10]([CH2:20][C:21]3[CH:22]=[CH:23][C:24]([O:27][CH3:28])=[CH:25][CH:26]=3)[CH:11]=2)[CH:18]=[CH:17][N:16]=1. The yield is 0.310. (2) The reactants are [CH:1]([C:3]1[CH:4]=[C:5]2[C:9](=[CH:10][CH:11]=1)[NH:8][CH:7]=[CH:6]2)=O.CCOC(C)=O.CCCCCC.[N+:24]([CH3:27])([O-:26])=[O:25]. No catalyst specified. The product is [N+:24]([CH:27]=[CH:1][C:3]1[CH:4]=[C:5]2[C:9](=[CH:10][CH:11]=1)[NH:8][CH:7]=[CH:6]2)([O-:26])=[O:25]. The yield is 0.110. (3) The reactants are [CH3:1][CH:2]([CH3:28])[CH:3]([NH:15][C:16]([CH:18]1[CH2:22][CH:21]([CH2:23][CH2:24][CH2:25][CH2:26][CH3:27])[CH2:20][NH:19]1)=[O:17])[CH:4]1[CH:9]([OH:10])[CH:8]([OH:11])[CH:7]([OH:12])[CH:6]([S:13][CH3:14])[O:5]1.[CH2:29]([N:31](CC)CC)[CH3:30].BrCC#N. The catalyst is C(#N)C. The product is [CH3:1][CH:2]([CH3:28])[CH:3]([NH:15][C:16]([CH:18]1[CH2:22][CH:21]([CH2:23][CH2:24][CH2:25][CH2:26][CH3:27])[CH2:20][N:19]1[CH2:30][C:29]#[N:31])=[O:17])[CH:4]1[CH:9]([OH:10])[CH:8]([OH:11])[CH:7]([OH:12])[CH:6]([S:13][CH3:14])[O:5]1. The yield is 0.100. (4) The reactants are [Cl:1][C:2]1[NH:3][C:4](I)=[C:5]([N+:7]([O-:9])=[O:8])[N:6]=1.[BH4-].C([N+](CCCC)(CCCC)CCCC)CCC.Cl. The catalyst is O1CCOCC1. The product is [Cl:1][C:2]1[NH:3][CH:4]=[C:5]([N+:7]([O-:9])=[O:8])[N:6]=1. The yield is 0.725. (5) The reactants are [Cl:1][C:2]1[CH:10]=[CH:9][C:5]([C:6](O)=[O:7])=[C:4]([NH:11][C:12]2[CH:17]=[CH:16][CH:15]=[CH:14][CH:13]=2)[CH:3]=1.Cl.[CH3:19][NH:20][O:21][CH3:22].C(N(CC)C(C)C)(C)C.CCCCCC. The catalyst is CN(C=O)C.C(OCC)(=O)C. The yield is 0.564. The product is [Cl:1][C:2]1[CH:10]=[CH:9][C:5]([C:6]([N:20]([O:21][CH3:22])[CH3:19])=[O:7])=[C:4]([NH:11][C:12]2[CH:17]=[CH:16][CH:15]=[CH:14][CH:13]=2)[CH:3]=1. (6) The reactants are [CH3:1][O:2][C:3]1[CH:4]=[C:5]2[C:10](=[CH:11][C:12]=1[O:13][CH3:14])[N:9]=[CH:8][CH:7]=[C:6]2[O:15][C:16]1[CH:21]=[CH:20][C:19]([NH:22][C:23](=O)[CH2:24][O:25][C:26]2[CH:31]=[CH:30][CH:29]=[CH:28][C:27]=2[CH3:32])=[CH:18][C:17]=1[CH3:34].Cl.[OH-].[Na+]. The catalyst is O1CCCC1. The product is [CH3:1][O:2][C:3]1[CH:4]=[C:5]2[C:10](=[CH:11][C:12]=1[O:13][CH3:14])[N:9]=[CH:8][CH:7]=[C:6]2[O:15][C:16]1[CH:21]=[CH:20][C:19]([NH:22][CH2:23][CH2:24][O:25][C:26]2[CH:31]=[CH:30][CH:29]=[CH:28][C:27]=2[CH3:32])=[CH:18][C:17]=1[CH3:34]. The yield is 0.800. (7) The reactants are C([O:3][C:4]([C:6]1[C:15](=[O:16])[C:14]2[C:9](=[CH:10][CH:11]=[CH:12][C:13]=2[OH:17])[NH:8][CH:7]=1)=[O:5])C. The catalyst is [OH-].[Na+]. The product is [OH:17][C:13]1[CH:12]=[CH:11][CH:10]=[C:9]2[C:14]=1[C:15](=[O:16])[C:6]([C:4]([OH:5])=[O:3])=[CH:7][NH:8]2. The yield is 0.870. (8) The reactants are C(OC(=O)[C:5]([NH:7][C:8]1[CH:13]=[CH:12][N:11]=[C:10]([C:14]2[CH2:23][CH2:22][C:21]3[C:16](=[CH:17][CH:18]=[CH:19][CH:20]=3)[CH:15]=2)[CH:9]=1)=O)C.[H-].[Al+3].[Li+].[H-].[H-].[H-]. The catalyst is C1COCC1. The product is [CH:15]1[C:16]2[C:21](=[CH:20][CH:19]=[CH:18][CH:17]=2)[CH2:22][CH2:23][C:14]=1[C:10]1[CH:9]=[C:8]([NH:7][CH3:5])[CH:13]=[CH:12][N:11]=1. The yield is 0.420. (9) The reactants are [N+:1]([C:4]1[CH:9]=[CH:8][C:7]([N:10]2[CH2:15][CH2:14][C:13](=[O:16])[CH2:12][CH2:11]2)=[CH:6][CH:5]=1)([O-:3])=[O:2].[CH2:17](O)[CH2:18][OH:19].C1(C)C=CC(S(O)(=O)=O)=CC=1.O. The catalyst is C1(C)C=CC=CC=1. The product is [N+:1]([C:4]1[CH:9]=[CH:8][C:7]([N:10]2[CH2:11][CH2:12][C:13]3([O:19][CH2:18][CH2:17][O:16]3)[CH2:14][CH2:15]2)=[CH:6][CH:5]=1)([O-:3])=[O:2]. The yield is 0.660.